Dataset: Forward reaction prediction with 1.9M reactions from USPTO patents (1976-2016). Task: Predict the product of the given reaction. (1) Given the reactants [CH2:1]([N:5]([S:15]([C:18]1[CH:23]=[CH:22][C:21]([N+:24]([O-:26])=[O:25])=[CH:20][CH:19]=1)(=[O:17])=[O:16])[C@H:6]([C:12]([OH:14])=[O:13])[CH2:7][CH2:8][CH2:9][CH2:10][NH2:11])[CH:2]([CH3:4])[CH3:3].[N:27]1[CH:32]=[CH:31][CH:30]=[C:29](/[CH:33]=[CH:34]/[C:35](O)=[O:36])[CH:28]=1, predict the reaction product. The product is: [CH2:1]([N:5]([S:15]([C:18]1[CH:23]=[CH:22][C:21]([N+:24]([O-:26])=[O:25])=[CH:20][CH:19]=1)(=[O:17])=[O:16])[C@H:6]([C:12]([OH:14])=[O:13])[CH2:7][CH2:8][CH2:9][CH2:10][NH:11][C:35](=[O:36])/[CH:34]=[CH:33]/[C:29]1[CH:28]=[N:27][CH:32]=[CH:31][CH:30]=1)[CH:2]([CH3:4])[CH3:3]. (2) Given the reactants [NH2:1][C:2]1[CH:7]=[C:6]([N+:8]([O-])=O)[CH:5]=[CH:4][C:3]=1[C:11]1[CH:16]=[CH:15][N:14]=[C:13]([C@@H:17]([NH:21][C:22](=[O:28])[O:23][C:24]([CH3:27])([CH3:26])[CH3:25])[CH2:18][CH:19]=[CH2:20])[CH:12]=1.[Cl-].[NH4+], predict the reaction product. The product is: [NH2:1][C:2]1[CH:7]=[C:6]([NH2:8])[CH:5]=[CH:4][C:3]=1[C:11]1[CH:16]=[CH:15][N:14]=[C:13]([C@@H:17]([NH:21][C:22](=[O:28])[O:23][C:24]([CH3:27])([CH3:26])[CH3:25])[CH2:18][CH:19]=[CH2:20])[CH:12]=1. (3) Given the reactants Cl[C:2]1[NH:10][C:9]2[C:4](=[N:5][CH:6]=[CH:7][CH:8]=2)[C:3]=1[C:11]#[N:12].[OH:13][C@@H:14]1[CH2:18][CH2:17][NH:16][CH2:15]1, predict the reaction product. The product is: [OH:13][C@@H:14]1[CH2:18][CH2:17][N:16]([C:2]2[NH:10][C:9]3[C:4](=[N:5][CH:6]=[CH:7][CH:8]=3)[C:3]=2[C:11]#[N:12])[CH2:15]1. (4) Given the reactants Cl[C:2]1[C:7]2[N:8]=[C:9]([N:19]3[CH2:24][CH2:23][O:22][CH2:21][CH2:20]3)[N:10]=[C:11]([C:12]3[CH:17]=[CH:16][CH:15]=[C:14]([OH:18])[CH:13]=3)[C:6]=2[N:5]=[C:4]([C:25]([OH:27])=[O:26])[CH:3]=1.[CH3:28][O:29][CH2:30][CH2:31][NH:32][CH3:33], predict the reaction product. The product is: [OH:18][C:14]1[CH:13]=[C:12]([C:11]2[C:6]3[N:5]=[C:4]([C:25]([OH:27])=[O:26])[CH:3]=[C:2]([N:32]([CH2:31][CH2:30][O:29][CH3:28])[CH3:33])[C:7]=3[N:8]=[C:9]([N:19]3[CH2:24][CH2:23][O:22][CH2:21][CH2:20]3)[N:10]=2)[CH:17]=[CH:16][CH:15]=1.